The task is: Regression. Given a peptide amino acid sequence and an MHC pseudo amino acid sequence, predict their binding affinity value. This is MHC class I binding data.. This data is from Peptide-MHC class I binding affinity with 185,985 pairs from IEDB/IMGT. (1) The peptide sequence is NYKERMVTF. The MHC is HLA-A24:02 with pseudo-sequence HLA-A24:02. The binding affinity (normalized) is 0.726. (2) The peptide sequence is LRARGETYGRL. The MHC is Mamu-A07 with pseudo-sequence Mamu-A07. The binding affinity (normalized) is 0. (3) The peptide sequence is ELTNKKYRCM. The MHC is HLA-A68:02 with pseudo-sequence HLA-A68:02. The binding affinity (normalized) is 0.119. (4) The peptide sequence is ALSSDGDTV. The MHC is HLA-A02:01 with pseudo-sequence HLA-A02:01. The binding affinity (normalized) is 0.787. (5) The peptide sequence is AGYANAAD. The MHC is H-2-Kb with pseudo-sequence H-2-Kb. The binding affinity (normalized) is 0.0531. (6) The peptide sequence is RIRQGLERA. The MHC is HLA-A30:02 with pseudo-sequence HLA-A30:02. The binding affinity (normalized) is 0.186.